From a dataset of Forward reaction prediction with 1.9M reactions from USPTO patents (1976-2016). Predict the product of the given reaction. Given the reactants [Br:1][C:2]1[CH:10]=[C:9]([F:11])[C:8]([F:12])=[CH:7][C:3]=1[C:4]([OH:6])=[O:5].Cl.[CH3:14]O, predict the reaction product. The product is: [Br:1][C:2]1[CH:10]=[C:9]([F:11])[C:8]([F:12])=[CH:7][C:3]=1[C:4]([O:6][CH3:14])=[O:5].